This data is from Catalyst prediction with 721,799 reactions and 888 catalyst types from USPTO. The task is: Predict which catalyst facilitates the given reaction. (1) Product: [CH3:9][C:10]([NH:3][OH:2])=[C:12]1[CH:13]=[CH:14][C:15](=[O:18])[CH:16]=[CH:17]1. Reactant: Cl.[OH:2][NH2:3].CC([O-])=O.[Na+].[CH3:9][C:10]([C:12]1[CH:13]=[CH:14][C:15]([OH:18])=[CH:16][CH:17]=1)=O. The catalyst class is: 14. (2) Product: [CH:48]([C:51]1[N:55]=[C:54]([N:56]2[CH2:57][CH2:58][CH:59]([NH:62][C:10](=[O:12])[C@@H:9]([NH:8][C:6](=[O:7])[O:5][C:1]([CH3:2])([CH3:3])[CH3:4])[CH2:13][CH2:14][S:15][CH3:16])[CH2:60][CH2:61]2)[S:53][N:52]=1)([CH3:50])[CH3:49]. Reactant: [C:1]([O:5][C:6]([NH:8][C@@H:9]([CH2:13][CH2:14][S:15][CH3:16])[C:10]([OH:12])=O)=[O:7])([CH3:4])([CH3:3])[CH3:2].C(N(C(C)C)C(C)C)C.N1(O)C2C=CC=CC=2N=N1.CCN=C=NCCCN(C)C.Cl.[CH:48]([C:51]1[N:55]=[C:54]([N:56]2[CH2:61][CH2:60][CH:59]([NH2:62])[CH2:58][CH2:57]2)[S:53][N:52]=1)([CH3:50])[CH3:49]. The catalyst class is: 18. (3) Reactant: [OH:1][CH2:2][C@:3]1([CH3:31])[S:9][CH2:8][CH2:7][N:6]2[C:10]([C:13]3([C:16]4[CH:21]=[CH:20][C:19]([C:22]5[CH:30]=[CH:29][C:25]([C:26](O)=[O:27])=[CH:24][N:23]=5)=[CH:18][CH:17]=4)[CH2:15][CH2:14]3)=[N:11][N:12]=[C:5]2[CH2:4]1.Cl.[CH3:33][NH:34][CH3:35].Cl.C(N=C=NCCCN(C)C)C.C(=O)([O-])O.[Na+]. Product: [OH:1][CH2:2][C@:3]1([CH3:31])[S:9][CH2:8][CH2:7][N:6]2[C:10]([C:13]3([C:16]4[CH:17]=[CH:18][C:19]([C:22]5[CH:30]=[CH:29][C:25]([C:26]([N:34]([CH3:35])[CH3:33])=[O:27])=[CH:24][N:23]=5)=[CH:20][CH:21]=4)[CH2:14][CH2:15]3)=[N:11][N:12]=[C:5]2[CH2:4]1. The catalyst class is: 9. (4) The catalyst class is: 8. Product: [C:19]([C:17]1[CH:16]=[C:15]([OH:21])[C:14]([CH3:22])=[C:13]2[C:18]=1[C:10]1[CH2:9][CH2:8][O:7][C:6]([CH2:5][C:4]([OH:26])=[O:3])([CH2:23][CH2:24][CH3:25])[C:11]=1[NH:12]2)#[N:20]. Reactant: C([O:3][C:4](=[O:26])[CH2:5][C:6]1([CH2:23][CH2:24][CH3:25])[C:11]2[NH:12][C:13]3[C:18]([C:10]=2[CH2:9][CH2:8][O:7]1)=[C:17]([C:19]#[N:20])[CH:16]=[C:15]([OH:21])[C:14]=3[CH3:22])C.[OH-].[Na+]. (5) Reactant: CO.[C:3]([O:7][C:8](=[O:48])[N:9]([CH:21]1[CH2:26][CH2:25][N:24]([CH2:27][CH2:28][N:29]2[C:38]3[C:33](=[CH:34][CH:35]=[CH:36][CH:37]=3)[C:32]([O:39]CC3C=CC=CC=3)=[CH:31][C:30]2=[O:47])[CH2:23][CH2:22]1)[CH2:10][C:11]1[CH:20]=[CH:19][C:14]2[O:15][CH2:16][CH2:17][O:18][C:13]=2[CH:12]=1)([CH3:6])([CH3:5])[CH3:4]. Product: [C:3]([O:7][C:8](=[O:48])[N:9]([CH2:10][C:11]1[CH:20]=[CH:19][C:14]2[O:15][CH2:16][CH2:17][O:18][C:13]=2[CH:12]=1)[CH:21]1[CH2:22][CH2:23][N:24]([CH2:27][CH2:28][N:29]2[C:38]3[C:33](=[CH:34][CH:35]=[CH:36][CH:37]=3)[C:32]([OH:39])=[CH:31][C:30]2=[O:47])[CH2:25][CH2:26]1)([CH3:6])([CH3:4])[CH3:5]. The catalyst class is: 304. (6) Reactant: [C:1]([C:4]1[NH:8][C:7]([C:9]2[CH:14]=[CH:13][C:12]([Cl:15])=[CH:11][C:10]=2[Cl:16])=[C:6]([C:17]#[N:18])[CH:5]=1)(=[O:3])[CH3:2].C(O[CH:23](OC(C)C)[N:24]([CH3:26])[CH3:25])(C)C. Product: [Cl:16][C:10]1[CH:11]=[C:12]([Cl:15])[CH:13]=[CH:14][C:9]=1[C:7]1[NH:8][C:4]([C:1](=[O:3])/[CH:2]=[CH:23]/[N:24]([CH3:26])[CH3:25])=[CH:5][C:6]=1[C:17]#[N:18]. The catalyst class is: 11. (7) Reactant: [C:1]1([C@H:11]([NH:13][CH:14]2[CH2:17][CH:16]([C:18]([OH:20])=O)[CH2:15]2)[CH3:12])[C:10]2[C:5](=[CH:6][CH:7]=[CH:8][CH:9]=2)[CH:4]=[CH:3][CH:2]=1.[CH3:21][NH:22][CH3:23].Cl. Product: [CH3:21][N:22]([CH3:23])[C:18]([CH:16]1[CH2:17][CH:14]([NH:13][C@@H:11]([C:1]2[C:10]3[C:5](=[CH:6][CH:7]=[CH:8][CH:9]=3)[CH:4]=[CH:3][CH:2]=2)[CH3:12])[CH2:15]1)=[O:20]. The catalyst class is: 61. (8) Product: [S:51]([C:48]1[CH:49]=[CH:50][C:45]([CH3:55])=[CH:46][CH:47]=1)([O:37][CH2:36][CH2:35][O:34][CH2:33][CH2:32][O:31][CH2:30][CH2:29][O:28][CH:18]1[CH2:19][CH2:20][C@@:21]2([CH3:22])[C:16](=[CH:15][CH2:14][C@@H:13]3[C@@H:23]2[CH2:24][CH2:25][C@@:26]2([CH3:27])[C@H:12]3[CH2:11][CH2:10][C@@H:9]2[C@H:7]([CH3:8])[CH2:6][CH2:5][CH2:4][CH:2]([CH3:1])[CH3:3])[CH2:17]1)(=[O:53])=[O:52]. Reactant: [CH3:1][CH:2]([CH2:4][CH2:5][CH2:6][C@H:7]([C@@H:9]1[C@:26]2([CH3:27])[C@H:12]([C@H:13]3[C@H:23]([CH2:24][CH2:25]2)[C@:21]2([CH3:22])[C:16]([CH2:17][C@@H:18]([O:28][CH2:29][CH2:30][O:31][CH2:32][CH2:33][O:34][CH2:35][CH2:36][OH:37])[CH2:19][CH2:20]2)=[CH:15][CH2:14]3)[CH2:11][CH2:10]1)[CH3:8])[CH3:3].C(N(CC)CC)C.[C:45]1([CH3:55])[CH:50]=[CH:49][C:48]([S:51](Cl)(=[O:53])=[O:52])=[CH:47][CH:46]=1. The catalyst class is: 64.